Dataset: Full USPTO retrosynthesis dataset with 1.9M reactions from patents (1976-2016). Task: Predict the reactants needed to synthesize the given product. (1) The reactants are: [P:1]([O:6]C)([O:4][CH3:5])[O:2][CH3:3].[CH2:8]1[O:12][C@@H:11]2[C@H:13]([O:16][N+:17]([O-:19])=[O:18])[CH2:14][O:15][C@@H:10]2[C@H:9]1[OH:20].C(Br)(Br)(Br)Br. Given the product [P:1]([O:20][C@H:9]1[CH2:8][O:12][C@@H:11]2[C@H:13]([O:16][N+:17]([O-:19])=[O:18])[CH2:14][O:15][C@H:10]12)([O:4][CH3:5])([O:2][CH3:3])=[O:6], predict the reactants needed to synthesize it. (2) Given the product [CH:12]([N:15]1[CH2:20][CH2:19][N:18]([C:9](=[O:11])/[CH:8]=[CH:7]/[C:5]2[CH:4]=[N:3][N:2]([CH3:1])[CH:6]=2)[CH2:17][CH2:16]1)([CH3:14])[CH3:13], predict the reactants needed to synthesize it. The reactants are: [CH3:1][N:2]1[CH:6]=[C:5](/[CH:7]=[CH:8]/[C:9]([OH:11])=O)[CH:4]=[N:3]1.[CH:12]([N:15]1[CH2:20][CH2:19][NH:18][CH2:17][CH2:16]1)([CH3:14])[CH3:13].CN(C(ON1N=NC2C=CC=NC1=2)=[N+](C)C)C.F[P-](F)(F)(F)(F)F.